Regression. Given a peptide amino acid sequence and an MHC pseudo amino acid sequence, predict their binding affinity value. This is MHC class II binding data. From a dataset of Peptide-MHC class II binding affinity with 134,281 pairs from IEDB. (1) The peptide sequence is GKLYSILKIQSPLFT. The MHC is HLA-DQA10501-DQB10201 with pseudo-sequence HLA-DQA10501-DQB10201. The binding affinity (normalized) is 0.415. (2) The peptide sequence is AFILDGTNLFPKV. The MHC is DRB1_0401 with pseudo-sequence DRB1_0401. The binding affinity (normalized) is 0.938. (3) The binding affinity (normalized) is 0.440. The peptide sequence is EDMLEVWNRVWITNN. The MHC is DRB1_0404 with pseudo-sequence DRB1_0404. (4) The peptide sequence is ANQFNKAISQIQESL. The MHC is DRB5_0101 with pseudo-sequence DRB5_0101. The binding affinity (normalized) is 0.409.